Dataset: Catalyst prediction with 721,799 reactions and 888 catalyst types from USPTO. Task: Predict which catalyst facilitates the given reaction. Reactant: [NH2:1][C:2]1[CH:7]=[CH:6][C:5]([N:8]2[CH2:13][CH2:12][CH:11]([N:14]([C:22]3[CH:27]=[CH:26][CH:25]=[CH:24][CH:23]=3)[C:15](=[O:21])[CH:16]([CH2:19][CH3:20])[CH2:17][CH3:18])[CH2:10][CH2:9]2)=[C:4]([F:28])[CH:3]=1.[N:29]([C:32]1[C:33]([CH3:38])=[N:34][O:35][C:36]=1[CH3:37])=[C:30]=[O:31]. Product: [CH3:38][C:33]1[C:32]([NH:29][C:30](=[O:31])[NH:1][C:2]2[CH:7]=[CH:6][C:5]([N:8]3[CH2:13][CH2:12][CH:11]([N:14]([C:22]4[CH:23]=[CH:24][CH:25]=[CH:26][CH:27]=4)[C:15](=[O:21])[CH:16]([CH2:19][CH3:20])[CH2:17][CH3:18])[CH2:10][CH2:9]3)=[C:4]([F:28])[CH:3]=2)=[C:36]([CH3:37])[O:35][N:34]=1. The catalyst class is: 26.